This data is from Forward reaction prediction with 1.9M reactions from USPTO patents (1976-2016). The task is: Predict the product of the given reaction. (1) Given the reactants [CH2:1]([C@@:5]1([CH2:28][CH3:29])[NH:11][C@H:10]([C:12]2[CH:17]=[CH:16][CH:15]=[CH:14][CH:13]=2)[C:9]2[CH:18]=[C:19]([O:24][CH3:25])[C:20]([CH2:22][NH2:23])=[CH:21][C:8]=2[S:7](=[O:27])(=[O:26])[CH2:6]1)[CH2:2][CH2:3][CH3:4].[CH2:30]=O.[P:32]([O-:39])([O:36][CH2:37][CH3:38])[O:33][CH2:34][CH3:35], predict the reaction product. The product is: [CH2:1]([C@@:5]1([CH2:28][CH3:29])[NH:11][C@H:10]([C:12]2[CH:13]=[CH:14][CH:15]=[CH:16][CH:17]=2)[C:9]2[CH:18]=[C:19]([O:24][CH3:25])[C:20]([CH2:22][NH:23][CH2:30][P:32](=[O:39])([O:36][CH2:37][CH3:38])[O:33][CH2:34][CH3:35])=[CH:21][C:8]=2[S:7](=[O:26])(=[O:27])[CH2:6]1)[CH2:2][CH2:3][CH3:4]. (2) Given the reactants [NH2:1][C@H:2]([CH3:5])[CH2:3][OH:4].[CH3:6][C@@H:7]1[CH2:9][O:8]1, predict the reaction product. The product is: [OH:8][C@H:7]([CH3:9])[CH2:6][NH:1][C@H:2]([CH3:5])[CH2:3][OH:4]. (3) The product is: [NH2:17][C:18]1[C:19]([Cl:26])=[C:20]([C:21]([CH3:24])=[CH:22][CH:23]=1)[O:25][C:2]1[CH:3]=[CH:4][C:5]2[N:6]([CH:8]=[C:9]([NH:11][C:12]([CH:14]3[CH2:16][CH2:15]3)=[O:13])[N:10]=2)[N:7]=1. Given the reactants I[C:2]1[CH:3]=[CH:4][C:5]2[N:6]([CH:8]=[C:9]([NH:11][C:12]([CH:14]3[CH2:16][CH2:15]3)=[O:13])[N:10]=2)[N:7]=1.[NH2:17][C:18]1[C:19]([Cl:26])=[C:20]([OH:25])[C:21]([CH3:24])=[CH:22][CH:23]=1.C(=O)([O-])[O-].[K+].[K+], predict the reaction product. (4) Given the reactants Cl[C:2]1[CH:3]=[CH:4][C:5]([N+:9]([O-:11])=[O:10])=[C:6]([CH:8]=1)[NH2:7].[CH3:12][CH:13]1[O:18][CH2:17][CH2:16][NH:15][CH2:14]1.C(N(CC)CC)C, predict the reaction product. The product is: [CH3:12][CH:13]1[CH2:14][N:15]([C:2]2[CH:3]=[CH:4][C:5]([N+:9]([O-:11])=[O:10])=[C:6]([CH:8]=2)[NH2:7])[CH2:16][CH2:17][O:18]1. (5) The product is: [CH2:1]([N:9]([CH3:25])[C:10]([C@@H:12]1[CH2:16][C@@H:15]([OH:17])[CH2:14][NH:13]1)=[O:11])[CH2:2][CH2:3][CH2:4][CH2:5][CH:6]=[CH:7][CH3:8]. Given the reactants [CH2:1]([N:9]([CH3:25])[C:10]([C@@H:12]1[CH2:16][C@@H:15]([OH:17])[CH2:14][N:13]1C(OC(C)(C)C)=O)=[O:11])[CH2:2][CH2:3][CH2:4][CH2:5][CH:6]=[CH:7][CH3:8].C(N(C)C([C@@H]1C[C@@H](O)CN1)=O)CCCC=C, predict the reaction product. (6) Given the reactants CC[N:3]([CH2:6][CH3:7])[CH2:4][CH3:5].BrC1C=[CH:15][C:14]([O:17][CH3:18])=[CH:13][C:10]=1C#N.[C]=[O:20], predict the reaction product. The product is: [CH3:18][O:17][C:14]1[CH:15]=[C:7]2[C:5](=[CH:10][CH:13]=1)[C:4](=[O:20])[NH:3][CH2:6]2. (7) Given the reactants CC(C1C=C(C(C)C)C(C2C=CC=CC=2P(C2CCCCC2)C2CCCCC2)=C(C(C)C)C=1)C.C([Sn](CCCC)(CCCC)[C:40]1[CH:41]=[N:42][CH:43]=[N:44][CH:45]=1)CCC.Br[C:55]1[CH:68]=[CH:67][C:66]2[O:65][C:64]3[C:59](=[CH:60][C:61]([O:69][CH3:70])=[CH:62][CH:63]=3)[C:58](=[O:71])[C:57]=2[CH:56]=1, predict the reaction product. The product is: [CH3:70][O:69][C:61]1[CH:62]=[CH:63][C:64]2[O:65][C:66]3[C:57](=[CH:56][C:55]([C:40]4[CH:45]=[N:44][CH:43]=[N:42][CH:41]=4)=[CH:68][CH:67]=3)[C:58](=[O:71])[C:59]=2[CH:60]=1. (8) Given the reactants C(OC([NH:8][CH2:9][C@H:10]1[CH2:15][CH2:14][C@H:13]([C:16]([NH:18][C@@H:19]([CH2:43][C:44]2[CH:49]=[CH:48][C:47]([C:50]3[CH:55]=[CH:54][C:53]([C:56](=[O:71])[NH:57][CH:58]4[CH:63]5[CH:59]4[CH2:60][N:61](C(OC(C)(C)C)=O)[CH2:62]5)=[CH:52][C:51]=3[CH3:72])=[CH:46][CH:45]=2)[C:20]([NH:22][C:23]2[CH:28]=[CH:27][C:26]([C:29]3[NH:30][C:31]([C:34]([F:42])([F:41])[C:35]([F:40])([F:39])[C:36]([OH:38])=[O:37])=[N:32][N:33]=3)=[CH:25][CH:24]=2)=[O:21])=[O:17])[CH2:12][CH2:11]1)=O)(C)(C)C.[ClH:73], predict the reaction product. The product is: [ClH:73].[NH2:8][CH2:9][C@H:10]1[CH2:15][CH2:14][C@H:13]([C:16]([NH:18][C@@H:19]([CH2:43][C:44]2[CH:49]=[CH:48][C:47]([C:50]3[CH:55]=[CH:54][C:53]([C:56](=[O:71])[NH:57][CH:58]4[CH:59]5[CH:63]4[CH2:62][NH:61][CH2:60]5)=[CH:52][C:51]=3[CH3:72])=[CH:46][CH:45]=2)[C:20]([NH:22][C:23]2[CH:28]=[CH:27][C:26]([C:29]3[NH:30][C:31]([C:34]([F:42])([F:41])[C:35]([F:39])([F:40])[C:36]([OH:38])=[O:37])=[N:32][N:33]=3)=[CH:25][CH:24]=2)=[O:21])=[O:17])[CH2:12][CH2:11]1.